Dataset: Full USPTO retrosynthesis dataset with 1.9M reactions from patents (1976-2016). Task: Predict the reactants needed to synthesize the given product. (1) Given the product [C:1]([O:5][C:6]([N:8]1[CH2:13][CH2:12][N:11]2[CH2:14][C@H:15]([CH2:18][O:19][CH2:27][CH2:28][CH2:29][N:30]3[CH2:35][CH2:34][CH2:33][CH2:32][CH2:31]3)[CH2:16][CH2:17][C@@H:10]2[CH2:9]1)=[O:7])([CH3:4])([CH3:3])[CH3:2], predict the reactants needed to synthesize it. The reactants are: [C:1]([O:5][C:6]([N:8]1[CH2:13][CH2:12][N:11]2[CH2:14][C@H:15]([CH2:18][OH:19])[CH2:16][CH2:17][C@@H:10]2[CH2:9]1)=[O:7])([CH3:4])([CH3:3])[CH3:2].CC(C)([O-])C.[K+].Cl[CH2:27][CH2:28][CH2:29][N:30]1[CH2:35][CH2:34][CH2:33][CH2:32][CH2:31]1. (2) Given the product [Cl:31][C:28]1[CH:29]=[CH:30][C:25]2[N:26]([CH:32]=[C:23]([C:22]3[C:21](=[O:20])[O:18][C:12]4[C:13]([CH:14]=3)=[CH:16][CH:17]=[C:10]([N:7]3[CH2:8][CH2:9][N:4]([CH2:3][CH2:2][F:1])[CH2:5][CH2:6]3)[CH:11]=4)[N:24]=2)[CH:27]=1, predict the reactants needed to synthesize it. The reactants are: [F:1][CH2:2][CH2:3][N:4]1[CH2:9][CH2:8][N:7]([C:10]2[CH:17]=[CH:16][C:13]([CH:14]=O)=[C:12]([OH:18])[CH:11]=2)[CH2:6][CH2:5]1.C[O:20][C:21](=O)[CH2:22][C:23]1[N:24]=[C:25]2[CH:30]=[CH:29][C:28]([Cl:31])=[CH:27][N:26]2[CH:32]=1.C(#N)C.N1CCCCC1. (3) Given the product [F:1][C:2]1[CH:3]=[CH:4][C:5]([N:8]2[CH2:13][CH2:12][N:11]([S:21]([CH3:20])(=[O:23])=[O:22])[CH2:10][CH2:9]2)=[CH:6][CH:7]=1, predict the reactants needed to synthesize it. The reactants are: [F:1][C:2]1[CH:7]=[CH:6][C:5]([N:8]2[CH2:13][CH2:12][NH:11][CH2:10][CH2:9]2)=[CH:4][CH:3]=1.N1C=CC=CC=1.[CH3:20][S:21](Cl)(=[O:23])=[O:22]. (4) Given the product [CH3:26][S:27]([C:30]1[CH:35]=[CH:34][C:33]([C:2]2[CH:3]=[CH:4][C:5]([CH:8]([C:19]3[CH:24]=[CH:23][CH:22]=[CH:21][C:20]=3[CH3:25])[CH2:9][C:10]([C:13]3[CH:14]=[CH:15][N:16]=[CH:17][CH:18]=3)=[N:11][OH:12])=[CH:6][CH:7]=2)=[CH:32][CH:31]=1)(=[O:29])=[O:28], predict the reactants needed to synthesize it. The reactants are: Br[C:2]1[CH:7]=[CH:6][C:5]([CH:8]([C:19]2[CH:24]=[CH:23][CH:22]=[CH:21][C:20]=2[CH3:25])[CH2:9][C:10]([C:13]2[CH:18]=[CH:17][N:16]=[CH:15][CH:14]=2)=[N:11][OH:12])=[CH:4][CH:3]=1.[CH3:26][S:27]([C:30]1[CH:35]=[CH:34][C:33](B(O)O)=[CH:32][CH:31]=1)(=[O:29])=[O:28]. (5) Given the product [NH2:15][C:5]1[CH:4]=[CH:3][C:2]([Br:1])=[CH:7][C:6]=1[NH:8][CH2:9][CH2:10][C:11]([O:13][CH3:14])=[O:12], predict the reactants needed to synthesize it. The reactants are: [Br:1][C:2]1[CH:3]=[CH:4][C:5]([N+:15]([O-])=O)=[C:6]([NH:8][CH2:9][CH2:10][C:11]([O:13][CH3:14])=[O:12])[CH:7]=1. (6) Given the product [C:3]([Si:7]([CH3:19])([CH3:18])[O:8][CH:9]([C:11]1[O:12][C:13]([CH2:16][Cl:31])=[CH:14][N:15]=1)[CH3:10])([CH3:6])([CH3:5])[CH3:4].[C:3]([Si:7]([CH3:19])([CH3:18])[O:8][CH:9]([C:11]1[O:12][C:13]([CH2:16][O:17][S:27]([CH3:30])(=[O:29])=[O:28])=[CH:14][N:15]=1)[CH3:10])([CH3:5])([CH3:4])[CH3:6], predict the reactants needed to synthesize it. The reactants are: N#N.[C:3]([Si:7]([CH3:19])([CH3:18])[O:8][CH:9]([C:11]1[O:12][C:13]([CH2:16][OH:17])=[CH:14][N:15]=1)[CH3:10])([CH3:6])([CH3:5])[CH3:4].CCN(CC)CC.[S:27]([Cl:31])([CH3:30])(=[O:29])=[O:28]. (7) Given the product [Cl:26][C:2]1[N:3]([C:18]2[CH:23]=[CH:22][CH:21]=[CH:20][CH:19]=2)[C:4]([C:12]2[CH:17]=[CH:16][CH:15]=[CH:14][CH:13]=2)=[C:5]([C:7]([O:9][CH2:10][CH3:11])=[O:8])[N:6]=1, predict the reactants needed to synthesize it. The reactants are: O=[C:2]1[NH:6][C:5]([C:7]([O:9][CH2:10][CH3:11])=[O:8])=[C:4]([C:12]2[CH:17]=[CH:16][CH:15]=[CH:14][CH:13]=2)[N:3]1[C:18]1[CH:23]=[CH:22][CH:21]=[CH:20][CH:19]=1.P(Cl)(Cl)([Cl:26])=O. (8) Given the product [F:1][C:2]1[CH:7]=[C:6]([F:8])[CH:5]=[CH:4][C:3]=1[N:9]1[C:13]([C:14]2[S:23][C:22]3[C:21]4[N:24]=[C:25]([NH2:28])[CH:26]=[CH:27][C:20]=4[O:19][CH2:18][CH2:17][C:16]=3[CH:15]=2)=[N:12][CH:11]=[N:10]1, predict the reactants needed to synthesize it. The reactants are: [F:1][C:2]1[CH:7]=[C:6]([F:8])[CH:5]=[CH:4][C:3]=1[N:9]1[C:13]([C:14]2[S:23][C:22]3[C:21]4[N:24]=[C:25]([NH:28]CC5C=CC(OC)=CC=5)[CH:26]=[CH:27][C:20]=4[O:19][CH2:18][CH2:17][C:16]=3[CH:15]=2)=[N:12][CH:11]=[N:10]1. (9) Given the product [Br:30][CH2:8][C:5]1[CH:4]=[CH:3][C:2]([Cl:1])=[CH:7][N:6]=1, predict the reactants needed to synthesize it. The reactants are: [Cl:1][C:2]1[CH:3]=[CH:4][C:5]([CH2:8]O)=[N:6][CH:7]=1.C1(P(C2C=CC=CC=2)C2C=CC=CC=2)C=CC=CC=1.C(Br)(Br)(Br)[Br:30]. (10) Given the product [C:21]([C:20]1[CH:23]=[CH:24][C:17]([N:11]2[C:12](=[O:16])[C:13]([CH3:14])([CH3:15])[N:9]([C:4]3[CH:5]=[CH:6][C:7]([O:8][CH2:31][C:32]4([C:35]([O:37][CH2:38][CH3:39])=[O:36])[CH2:34][CH2:33]4)=[C:2]([F:1])[CH:3]=3)[C:10]2=[S:29])=[CH:18][C:19]=1[C:25]([F:26])([F:27])[F:28])#[N:22], predict the reactants needed to synthesize it. The reactants are: [F:1][C:2]1[CH:3]=[C:4]([N:9]2[C:13]([CH3:15])([CH3:14])[C:12](=[O:16])[N:11]([C:17]3[CH:24]=[CH:23][C:20]([C:21]#[N:22])=[C:19]([C:25]([F:28])([F:27])[F:26])[CH:18]=3)[C:10]2=[S:29])[CH:5]=[CH:6][C:7]=1[OH:8].O[CH2:31][C:32]1([C:35]([O:37][CH2:38][CH3:39])=[O:36])[CH2:34][CH2:33]1.C1(P(C2C=CC=CC=2)C2C=CC=CC=2)C=CC=CC=1.N(C(OC(C)C)=O)=NC(OC(C)C)=O.